From a dataset of Full USPTO retrosynthesis dataset with 1.9M reactions from patents (1976-2016). Predict the reactants needed to synthesize the given product. (1) Given the product [C:26]([C:10]1[N:11]([C:18]2[CH:23]=[CH:22][CH:21]=[CH:20][C:19]=2[C:24]#[N:25])[C:12]2[C:17]([C:9]=1[CH2:8][N:42]1[C:41](=[O:56])[C@@H:40]([NH:39][C:38](=[O:57])[C@@H:37]([N:29]([CH3:28])[C:30](=[O:36])[O:31][C:32]([CH3:34])([CH3:35])[CH3:33])[CH3:58])[C:46]3([CH2:51][CH2:50][O:49][CH2:48][CH2:47]3)[O:45][C:44]3[CH:52]=[CH:53][CH:54]=[CH:55][C:43]1=3)=[CH:16][CH:15]=[CH:14][CH:13]=2)#[N:27], predict the reactants needed to synthesize it. The reactants are: C([O-])([O-])=O.[Cs+].[Cs+].Br[CH2:8][C:9]1[C:17]2[C:12](=[CH:13][CH:14]=[CH:15][CH:16]=2)[N:11]([C:18]2[CH:23]=[CH:22][CH:21]=[CH:20][C:19]=2[C:24]#[N:25])[C:10]=1[C:26]#[N:27].[CH3:28][N:29]([C@@H:37]([CH3:58])[C:38](=[O:57])[NH:39][C@H:40]1[C:46]2([CH2:51][CH2:50][O:49][CH2:48][CH2:47]2)[O:45][C:44]2[CH:52]=[CH:53][CH:54]=[CH:55][C:43]=2[NH:42][C:41]1=[O:56])[C:30](=[O:36])[O:31][C:32]([CH3:35])([CH3:34])[CH3:33]. (2) Given the product [N:25]1([CH2:7][CH2:8][C:9]2[CH2:18][CH2:17][C:16]3[CH:15]=[C:14]([NH:19][C:20](=[O:22])[CH3:21])[CH:13]=[CH:12][C:11]=3[CH:10]=2)[CH2:26][CH2:27][CH2:24][CH2:23]1, predict the reactants needed to synthesize it. The reactants are: CS(Cl)(=O)=O.O[CH2:7][CH2:8][C:9]1[CH2:18][CH2:17][C:16]2[CH:15]=[C:14]([NH:19][C:20](=[O:22])[CH3:21])[CH:13]=[CH:12][C:11]=2[CH:10]=1.[CH2:23]([N:25](CC)[CH2:26][CH3:27])[CH3:24].N1CCCC1. (3) Given the product [CH3:1][O:2][C:3]1[C:4]([CH3:27])=[C:5]([C:18]([O:25][CH3:26])=[C:19]([O:23][CH3:24])[C:20]=1[O:21][CH3:22])[CH2:6][C:7]1[C:8]([O:17][S:37]([C:36]([F:49])([F:48])[F:35])(=[O:39])=[O:38])=[C:9]([CH:14]=[CH:15][CH:16]=1)[C:10]([O:12][CH3:13])=[O:11], predict the reactants needed to synthesize it. The reactants are: [CH3:1][O:2][C:3]1[C:4]([CH3:27])=[C:5]([C:18]([O:25][CH3:26])=[C:19]([O:23][CH3:24])[C:20]=1[O:21][CH3:22])[CH2:6][C:7]1[C:8]([OH:17])=[C:9]([CH:14]=[CH:15][CH:16]=1)[C:10]([O:12][CH3:13])=[O:11].C(N(CC)CC)C.[F:35][C:36]([F:49])([F:48])[S:37](O[S:37]([C:36]([F:49])([F:48])[F:35])(=[O:39])=[O:38])(=[O:39])=[O:38].